Dataset: Retrosynthesis with 50K atom-mapped reactions and 10 reaction types from USPTO. Task: Predict the reactants needed to synthesize the given product. (1) Given the product CCOC(=O)CCc1cn(Cc2ccc3cc(OCc4cccnc4C)ccc3c2)cc1-c1ccccc1, predict the reactants needed to synthesize it. The reactants are: CCOC(=O)CCc1cn(Cc2ccc3cc(O)ccc3c2)cc1-c1ccccc1.Cc1ncccc1CCl. (2) Given the product Nc1nc(C(=O)N2Cc3ccccc3C2)c2cc(-c3cc(F)ccc3C=O)ccc2n1, predict the reactants needed to synthesize it. The reactants are: CC1(C)OB(c2ccc3nc(N)nc(C(=O)N4Cc5ccccc5C4)c3c2)OC1(C)C.O=Cc1ccc(F)cc1Br.